This data is from Catalyst prediction with 721,799 reactions and 888 catalyst types from USPTO. The task is: Predict which catalyst facilitates the given reaction. (1) Reactant: [CH:1]([N:4]1[C:9](=[O:10])[C:8]([C:11]([O:13]CC)=[O:12])=[CH:7][C:6]2[CH:16]=[CH:17][S:18][C:5]1=2)([CH3:3])[CH3:2].[OH-].[Na+]. Product: [CH:1]([N:4]1[C:9](=[O:10])[C:8]([C:11]([OH:13])=[O:12])=[CH:7][C:6]2[CH:16]=[CH:17][S:18][C:5]1=2)([CH3:3])[CH3:2]. The catalyst class is: 5. (2) Reactant: [CH3:1][S:2]([C:5]1[CH:13]=[CH:12][CH:11]=[CH:10][C:6]=1[C:7]([OH:9])=O)(=[O:4])=[O:3].[NH2:14][CH2:15][C@@H:16]([OH:33])[CH2:17][N:18]1[CH2:23][CH2:22][CH:21]([O:24][C:25]2[CH:30]=[CH:29][C:28]([Cl:31])=[C:27]([Cl:32])[CH:26]=2)[CH2:20][CH2:19]1.C(N(CC)C(C)C)(C)C.C(=O)(O)[O-].[Na+]. Product: [Cl:32][C:27]1[CH:26]=[C:25]([CH:30]=[CH:29][C:28]=1[Cl:31])[O:24][CH:21]1[CH2:20][CH2:19][N:18]([CH2:17][C@H:16]([OH:33])[CH2:15][NH:14][C:7](=[O:9])[C:6]2[CH:10]=[CH:11][CH:12]=[CH:13][C:5]=2[S:2]([CH3:1])(=[O:3])=[O:4])[CH2:23][CH2:22]1. The catalyst class is: 9.